Dataset: Full USPTO retrosynthesis dataset with 1.9M reactions from patents (1976-2016). Task: Predict the reactants needed to synthesize the given product. Given the product [CH3:42][C:40]1[N:39]=[CH:38][N:37]=[C:36]([C:32]2[CH:31]=[C:30]([C:28]3[CH2:27][C:26](=[O:43])[NH:19][C:9]4[CH:10]=[C:11]([N:14]5[CH:18]=[CH:17][CH:16]=[CH:15]5)[CH:12]=[CH:13][C:8]=4[N:7]=3)[CH:35]=[CH:34][CH:33]=2)[CH:41]=1, predict the reactants needed to synthesize it. The reactants are: C(OC(=O)[NH:7][C:8]1[CH:13]=[CH:12][C:11]([N:14]2[CH:18]=[CH:17][CH:16]=[CH:15]2)=[CH:10][C:9]=1[NH2:19])(C)(C)C.C(O[C:26](=[O:43])[CH2:27][C:28]([C:30]1[CH:35]=[CH:34][CH:33]=[C:32]([C:36]2[CH:41]=[C:40]([CH3:42])[N:39]=[CH:38][N:37]=2)[CH:31]=1)=O)(C)(C)C.